Dataset: Reaction yield outcomes from USPTO patents with 853,638 reactions. Task: Predict the reaction yield, written as a fraction of the theoretical maximum amount of product (1.0 means a 100% yield; for example, 0.34 means a 34% yield). (1) The reactants are C(Br)(Br)(Br)Br.C1(P(C2C=CC=CC=2)C2C=CC=CC=2)C=CC=CC=1.O[CH2:26][CH2:27][O:28][C:29]1[CH:30]=[C:31]([NH:50][CH:51]2[CH2:56][CH2:55][N:54]([CH:57]([CH3:59])[CH3:58])[CH2:53][CH2:52]2)[C:32]([C:35]2[NH:44][C:43](=[O:45])[C:42]3[C:37](=[CH:38][C:39]([O:48][CH3:49])=[CH:40][C:41]=3[O:46][CH3:47])[N:36]=2)=[N:33][CH:34]=1.[CH:60]([NH2:63])([CH3:62])[CH3:61]. The catalyst is ClCCl.C(Cl)(Cl)Cl. The product is [CH:60]([NH:63][CH2:26][CH2:27][O:28][C:29]1[CH:30]=[C:31]([NH:50][CH:51]2[CH2:56][CH2:55][N:54]([CH:57]([CH3:58])[CH3:59])[CH2:53][CH2:52]2)[C:32]([C:35]2[NH:44][C:43](=[O:45])[C:42]3[C:37](=[CH:38][C:39]([O:48][CH3:49])=[CH:40][C:41]=3[O:46][CH3:47])[N:36]=2)=[N:33][CH:34]=1)([CH3:62])[CH3:61]. The yield is 0.520. (2) The reactants are Br[C:2]1[CH:3]=[C:4]([NH:10][C:11]2[CH:16]=[CH:15][C:14]([N:17]3[CH2:22][CH2:21][N:20]([CH:23]4[CH2:26][O:25][CH2:24]4)[CH2:19][C:18]3([CH3:28])[CH3:27])=[CH:13][N:12]=2)[C:5](=[O:9])[N:6]([CH3:8])[CH:7]=1.[C:29]([O:32][CH2:33][C:34]1[C:35]([N:49]2[CH2:61][CH2:60][N:52]3[C:53]4[CH2:54][CH2:55][CH2:56][CH2:57][C:58]=4[CH:59]=[C:51]3[C:50]2=[O:62])=[N:36][CH:37]=[CH:38][C:39]=1B1OC(C)(C)C(C)(C)O1)(=[O:31])[CH3:30].[O-]P([O-])([O-])=O.[K+].[K+].[K+].C([O-])(=O)C.[Na+]. The catalyst is C1C=CC(P(C2C=CC=CC=2)[C-]2C=CC=C2)=CC=1.C1C=CC(P(C2C=CC=CC=2)[C-]2C=CC=C2)=CC=1.Cl[Pd]Cl.[Fe+2].O.C(#N)C. The product is [C:29]([O:32][CH2:33][C:34]1[C:35]([N:49]2[CH2:61][CH2:60][N:52]3[C:53]4[CH2:54][CH2:55][CH2:56][CH2:57][C:58]=4[CH:59]=[C:51]3[C:50]2=[O:62])=[N:36][CH:37]=[CH:38][C:39]=1[C:2]1[CH:3]=[C:4]([NH:10][C:11]2[CH:16]=[CH:15][C:14]([N:17]3[CH2:22][CH2:21][N:20]([CH:23]4[CH2:24][O:25][CH2:26]4)[CH2:19][C:18]3([CH3:27])[CH3:28])=[CH:13][N:12]=2)[C:5](=[O:9])[N:6]([CH3:8])[CH:7]=1)(=[O:31])[CH3:30]. The yield is 0.310. (3) The reactants are [CH3:1][C:2]1[S:3][CH:4]=[C:5]([C:7]2[CH:11]=[C:10]([C:12]([O:14]C)=[O:13])[NH:9][N:8]=2)[N:6]=1.[OH-].[Na+]. The catalyst is C1COCC1.CO. The product is [CH3:1][C:2]1[S:3][CH:4]=[C:5]([C:7]2[CH:11]=[C:10]([C:12]([OH:14])=[O:13])[NH:9][N:8]=2)[N:6]=1. The yield is 1.23. (4) The reactants are Br[CH2:2][C:3]1[O:7][C:6]2[C:8]([O:14]C(=O)C)=[C:9]([O:12][CH3:13])[CH:10]=[CH:11][C:5]=2[C:4]=1[C:18](=[O:31])[C:19]1[CH:24]=[C:23]([O:25][CH3:26])[C:22]([O:27][CH3:28])=[C:21]([O:29][CH3:30])[CH:20]=1.[CH3:32][N:33]1[CH2:38][CH2:37][NH:36][CH2:35][CH2:34]1.CNC. The catalyst is C1COCC1. The product is [CH3:32][N:33]1[CH2:38][CH2:37][N:36]([CH2:2][C:3]2[O:7][C:6]3[C:8]([OH:14])=[C:9]([O:12][CH3:13])[CH:10]=[CH:11][C:5]=3[C:4]=2[C:18](=[O:31])[C:19]2[CH:24]=[C:23]([O:25][CH3:26])[C:22]([O:27][CH3:28])=[C:21]([O:29][CH3:30])[CH:20]=2)[CH2:35][CH2:34]1. The yield is 0.460. (5) The reactants are C(OC([N:8]1[C:13]2[CH:14]=[C:15]([Cl:20])[C:16]([O:18][CH3:19])=[CH:17][C:12]=2[O:11][CH:10]([C:21]([N:23]2[CH2:28][CH2:27][C:26]([C:37]#[N:38])([CH2:29][C:30]3[CH:31]=[N:32][C:33]([F:36])=[CH:34][CH:35]=3)[CH2:25][CH2:24]2)=[O:22])[CH2:9]1)=O)(C)(C)C.FC(F)(F)C(O)=O. The catalyst is C(Cl)Cl. The product is [Cl:20][C:15]1[C:16]([O:18][CH3:19])=[CH:17][C:12]2[O:11][CH:10]([C:21]([N:23]3[CH2:28][CH2:27][C:26]([CH2:29][C:30]4[CH:31]=[N:32][C:33]([F:36])=[CH:34][CH:35]=4)([C:37]#[N:38])[CH2:25][CH2:24]3)=[O:22])[CH2:9][NH:8][C:13]=2[CH:14]=1. The yield is 0.960. (6) The reactants are Br[C:2]1[CH:3]=[N:4][C:5]2[C:10]([CH:11]=1)=[CH:9][CH:8]=[CH:7][CH:6]=2.[B:12](OC(C)C)([O:17]C(C)C)[O:13]C(C)C.[Li]CCCC.Cl. The catalyst is C1COCC1. The product is [N:4]1[C:5]2[C:10](=[CH:9][CH:8]=[CH:7][CH:6]=2)[CH:11]=[C:2]([B:12]([OH:17])[OH:13])[CH:3]=1. The yield is 0.560.